This data is from Peptide-MHC class II binding affinity with 134,281 pairs from IEDB. The task is: Regression. Given a peptide amino acid sequence and an MHC pseudo amino acid sequence, predict their binding affinity value. This is MHC class II binding data. (1) The peptide sequence is DPWFAHGTPMPKIQNVSSSD. The MHC is DRB1_0403 with pseudo-sequence DRB1_0403. The binding affinity (normalized) is 0. (2) The peptide sequence is EHGSDEWVAMTKGEG. The MHC is DRB1_1101 with pseudo-sequence DRB1_1101. The binding affinity (normalized) is 0.479. (3) The peptide sequence is FIFGEARSLYLNTEL. The MHC is DRB1_0701 with pseudo-sequence DRB1_0701. The binding affinity (normalized) is 1.00. (4) The peptide sequence is GKTKEGVLYVGSKTK. The MHC is HLA-DPA10201-DPB11401 with pseudo-sequence HLA-DPA10201-DPB11401. The binding affinity (normalized) is 0.322. (5) The peptide sequence is ASIIRLVGAVLAEQH. The binding affinity (normalized) is 0.223. The MHC is HLA-DQA10201-DQB10202 with pseudo-sequence HLA-DQA10201-DQB10202. (6) The MHC is DRB3_0202 with pseudo-sequence DRB3_0202. The binding affinity (normalized) is 0. The peptide sequence is LLTSGMVIFFMSPKGK. (7) The peptide sequence is FVMMSAPPAEYKLQQ. The MHC is DRB1_0101 with pseudo-sequence DRB1_0101. The binding affinity (normalized) is 1.00.